This data is from Experimentally validated miRNA-target interactions with 360,000+ pairs, plus equal number of negative samples. The task is: Binary Classification. Given a miRNA mature sequence and a target amino acid sequence, predict their likelihood of interaction. The miRNA is mmu-miR-676-5p with sequence ACUCUACAACCUUAGGACUUGC. The protein sequence of the target gene is MAALYACTKCHQRFPFEALSQGQQLCKECRIAHPVVKCTYCRTEYQQESKTNTICKKCAQNVQLYGTPKPCQYCNIIAAFIGNKCQRCTNSEKKYGPPYSCEQCKQQCAFDRKDDRKKVDGKLLCWLCTLSYKRVLQKTKEQRKHLSSSSRAGHQEKEQYSRLSGGGHYNSQKTLSTSSIQNEIPKKKSKFESITTNGDSFSPDLALDSPGTDHFVIIAQLKEEVATLKKMLHQKDQMILEKEKKITELKADFQYQESQMRAKMNQMEKTHKEVTEQLQAKNRELLKQAAALSKSKKSEK.... Result: 0 (no interaction).